Task: Predict the product of the given reaction.. Dataset: Forward reaction prediction with 1.9M reactions from USPTO patents (1976-2016) (1) Given the reactants [CH3:1][N:2]([CH2:4][CH:5]1[CH2:9][C:8]2=[C:10]([C:17]([O:19][CH2:20][C:21]3[CH:26]=[CH:25][CH:24]=[CH:23][CH:22]=3)=[O:18])[CH:11]=[CH:12][C:13]([N+:14]([O-])=O)=[C:7]2[O:6]1)[CH3:3], predict the reaction product. The product is: [NH2:14][C:13]1[CH:12]=[CH:11][C:10]([C:17]([O:19][CH2:20][C:21]2[CH:22]=[CH:23][CH:24]=[CH:25][CH:26]=2)=[O:18])=[C:8]2[C:7]=1[O:6][CH:5]([CH2:4][N:2]([CH3:3])[CH3:1])[CH2:9]2. (2) Given the reactants [O:1]=[C:2]1[NH:10][C:5]2=[N:6][CH:7]=[CH:8][CH:9]=[C:4]2[C:3]21[CH2:21][C:13]1[CH:14]=[N:15][C:16](C(O)=O)=[CH:17][C:12]=1[CH2:11]2.C([N:24]([CH2:27]C)CC)C.C1(P(N=[N+]=[N-])(C2C=CC=CC=2)=[O:36])C=CC=CC=1.[C:46]([OH:50])([CH3:49])([CH3:48])[CH3:47], predict the reaction product. The product is: [NH4+:6].[OH-:1].[O:1]=[C:2]1[NH:10][C:5]2=[N:6][CH:7]=[CH:8][CH:9]=[C:4]2[C:3]21[CH2:21][C:13]1[CH:14]=[N:15][C:16]([NH:24][C:27](=[O:36])[O:50][C:46]([CH3:49])([CH3:48])[CH3:47])=[CH:17][C:12]=1[CH2:11]2.